From a dataset of TCR-epitope binding with 47,182 pairs between 192 epitopes and 23,139 TCRs. Binary Classification. Given a T-cell receptor sequence (or CDR3 region) and an epitope sequence, predict whether binding occurs between them. (1) The epitope is SGPLKAEIAQRLED. The TCR CDR3 sequence is CASSSQMRTVITDTQYF. Result: 1 (the TCR binds to the epitope). (2) The epitope is KLGGALQAK. The TCR CDR3 sequence is CASSHIRDYEQYF. Result: 1 (the TCR binds to the epitope). (3) The epitope is RPRGEVRFL. The TCR CDR3 sequence is CSAWELAGGTGELFF. Result: 0 (the TCR does not bind to the epitope). (4) The TCR CDR3 sequence is CATSRGTSETHTGELFF. The epitope is ELAGIGILTV. Result: 1 (the TCR binds to the epitope). (5) The epitope is VTIAEILLI. The TCR CDR3 sequence is CASSAPGYFSFHNEQFF. Result: 0 (the TCR does not bind to the epitope). (6) The epitope is VTEHDTLLY. The TCR CDR3 sequence is CSVLTGTGYEQYF. Result: 1 (the TCR binds to the epitope). (7) The epitope is RILGAGCFV. The TCR CDR3 sequence is CASSKGQTPNTDTQYF. Result: 0 (the TCR does not bind to the epitope).